This data is from Forward reaction prediction with 1.9M reactions from USPTO patents (1976-2016). The task is: Predict the product of the given reaction. Given the reactants [N:1]([C:4]1[CH:12]=[CH:11][C:7]2[NH:8][CH:9]=[N:10][C:6]=2[CH:5]=1)=[C:2]=[S:3].[C:13]1([C@H:19]([NH2:22])[CH2:20][CH3:21])[CH:18]=[CH:17][CH:16]=[CH:15][CH:14]=1, predict the reaction product. The product is: [NH:8]1[C:7]2[CH:11]=[CH:12][C:4]([NH:1][C:2]([NH:22][C@@H:19]([C:13]3[CH:18]=[CH:17][CH:16]=[CH:15][CH:14]=3)[CH2:20][CH3:21])=[S:3])=[CH:5][C:6]=2[N:10]=[CH:9]1.